Dataset: Catalyst prediction with 721,799 reactions and 888 catalyst types from USPTO. Task: Predict which catalyst facilitates the given reaction. (1) Reactant: CCN(CC)CC.[C:8]([O:12][C:13]([NH:15][CH2:16][C:17]([OH:19])=O)=[O:14])([CH3:11])([CH3:10])[CH3:9].CCN=C=NCCCN(C)C.Cl.C1C=CC2N(O)N=NC=2C=1.[NH2:42][C@@H:43]1[CH2:47][CH2:46][N:45]([CH2:48][C:49]2[CH:54]=[CH:53][C:52]([Cl:55])=[CH:51][CH:50]=2)[CH2:44]1.[OH-].[Na+]. Product: [C:8]([O:12][C:13]([NH:15][CH2:16][C:17]([NH:42][C@@H:43]1[CH2:47][CH2:46][N:45]([CH2:48][C:49]2[CH:54]=[CH:53][C:52]([Cl:55])=[CH:51][CH:50]=2)[CH2:44]1)=[O:19])=[O:14])([CH3:9])([CH3:10])[CH3:11]. The catalyst class is: 2. (2) Reactant: Cl[C:2]1[N:6]([C:7]2[CH:12]=[CH:11][C:10]([S:13]([CH3:16])(=[O:15])=[O:14])=[CH:9][N:8]=2)[N:5]=[C:4]([CH:17]([F:19])[F:18])[C:3]=1[C:20]#[N:21].[CH3:22][C@H:23]1[O:28][C@@H:27]([CH3:29])[CH2:26][NH:25][CH2:24]1.[F-].[K+].O. Product: [F:18][CH:17]([F:19])[C:4]1[C:3]([C:20]#[N:21])=[C:2]([N:25]2[CH2:24][C@H:23]([CH3:22])[O:28][C@H:27]([CH3:29])[CH2:26]2)[N:6]([C:7]2[CH:12]=[CH:11][C:10]([S:13]([CH3:16])(=[O:15])=[O:14])=[CH:9][N:8]=2)[N:5]=1. The catalyst class is: 16. (3) Reactant: [CH:1]([CH:3]1[CH2:5][C:4]1([C:10]1[CH:15]=[CH:14][CH:13]=[CH:12][CH:11]=1)[C:6]([O:8][CH3:9])=[O:7])=O.[CH3:16][NH2:17].[BH4-].[Na+]. Product: [CH3:16][NH:17][CH2:1][CH:3]1[CH2:5][C:4]1([C:10]1[CH:15]=[CH:14][CH:13]=[CH:12][CH:11]=1)[C:6]([O:8][CH3:9])=[O:7]. The catalyst class is: 5.